This data is from TCR-epitope binding with 47,182 pairs between 192 epitopes and 23,139 TCRs. The task is: Binary Classification. Given a T-cell receptor sequence (or CDR3 region) and an epitope sequence, predict whether binding occurs between them. (1) The epitope is EIYKRWII. The TCR CDR3 sequence is CSARLSYEQYF. Result: 1 (the TCR binds to the epitope). (2) The epitope is FVRATATIPI. The TCR CDR3 sequence is CASSLRGGGASYNEQFF. Result: 0 (the TCR does not bind to the epitope). (3) The epitope is YLQPRTFLL. The TCR CDR3 sequence is CAIADANTGELFF. Result: 1 (the TCR binds to the epitope). (4) The epitope is FVDGVPFVV. The TCR CDR3 sequence is CASSRASGRDTQYF. Result: 1 (the TCR binds to the epitope). (5) The epitope is FLRGRAYGL. The TCR CDR3 sequence is CASSQGPASGGELFF. Result: 0 (the TCR does not bind to the epitope). (6) The epitope is PKYVKQNTLKLAT. The TCR CDR3 sequence is CASSPLQGTGSGANVLTF. Result: 1 (the TCR binds to the epitope).